From a dataset of Full USPTO retrosynthesis dataset with 1.9M reactions from patents (1976-2016). Predict the reactants needed to synthesize the given product. (1) Given the product [CH3:8][C:4]1[CH:5]=[CH:6][CH:7]=[C:2]([CH3:1])[C:3]=1[NH:9][C:10](=[O:18])[CH2:11][N:12]1[CH2:13][CH2:14][N:15]([CH2:20][CH2:21][CH2:22][C:23](=[O:24])[C:25]2[CH:30]=[CH:29][CH:28]=[CH:27][CH:26]=2)[CH2:16][CH2:17]1, predict the reactants needed to synthesize it. The reactants are: [CH3:1][C:2]1[CH:7]=[CH:6][CH:5]=[C:4]([CH3:8])[C:3]=1[NH:9][C:10](=[O:18])[CH2:11][N:12]1[CH2:17][CH2:16][NH:15][CH2:14][CH2:13]1.Cl[CH2:20][CH2:21][CH2:22][C:23]([C:25]1[CH:30]=[CH:29][CH:28]=[CH:27][CH:26]=1)=[O:24].C(N(CC)CC)C. (2) Given the product [CH2:23]([N:5]([CH2:1][CH2:2][CH2:3][CH3:4])[C:6]1[CH:11]=[CH:10][C:9]([CH:12]=[CH:13][C:14]2[S:18][C:17]([CH:19]=[CH:34][C:33]3[C:32]([CH3:35])([CH3:36])[O:31][C:30](=[C:37]([C:38]#[N:39])[C:40]#[N:41])[C:29]=3[C:27]#[N:28])=[CH:16][CH:15]=2)=[C:8]([O:21][CH3:22])[CH:7]=1)[CH2:24][CH2:25][CH3:26], predict the reactants needed to synthesize it. The reactants are: [CH2:1]([N:5]([CH2:23][CH2:24][CH2:25][CH3:26])[C:6]1[CH:11]=[CH:10][C:9]([CH:12]=[CH:13][C:14]2[S:18][C:17]([CH:19]=O)=[CH:16][CH:15]=2)=[C:8]([O:21][CH3:22])[CH:7]=1)[CH2:2][CH2:3][CH3:4].[C:27]([C:29]1[C:30](=[C:37]([C:40]#[N:41])[C:38]#[N:39])[O:31][C:32]([CH3:36])([CH3:35])[C:33]=1[CH3:34])#[N:28].C([O-])(=O)C.[NH4+].